The task is: Predict the product of the given reaction.. This data is from Forward reaction prediction with 1.9M reactions from USPTO patents (1976-2016). (1) Given the reactants [CH3:1][C:2]([CH3:16])([CH3:15])[C@H:3]([OH:14])[CH2:4][N:5]1[CH:9]=[CH:8][C:7]([C:10]([F:13])([F:12])[F:11])=[N:6]1.Cl[C:18]([O:20][C:21]1[CH:26]=[CH:25][C:24]([N+:27]([O-:29])=[O:28])=[CH:23][CH:22]=1)=[O:19].N1C=CC=CC=1.C(=O)(O)[O-].[Na+], predict the reaction product. The product is: [C:18](=[O:19])([O:14][C@H:3]([CH2:4][N:5]1[CH:9]=[CH:8][C:7]([C:10]([F:13])([F:12])[F:11])=[N:6]1)[C:2]([CH3:16])([CH3:15])[CH3:1])[O:20][C:21]1[CH:22]=[CH:23][C:24]([N+:27]([O-:29])=[O:28])=[CH:25][CH:26]=1. (2) Given the reactants [NH2:1][C:2]1[N:3]=[CH:4][C:5]([C:8]2[C:9]([F:19])=[C:10]([OH:18])[C:11]([CH:14]3[CH2:17][CH2:16][CH2:15]3)=[CH:12][CH:13]=2)=[N:6][CH:7]=1.Br[CH2:21][C:22]1[CH:26]=[CH:25][N:24]([CH3:27])[N:23]=1, predict the reaction product. The product is: [CH:14]1([C:11]2[CH:12]=[CH:13][C:8]([C:5]3[N:6]=[CH:7][C:2]([NH2:1])=[N:3][CH:4]=3)=[C:9]([F:19])[C:10]=2[O:18][CH2:21][C:22]2[CH:26]=[CH:25][N:24]([CH3:27])[N:23]=2)[CH2:15][CH2:16][CH2:17]1. (3) Given the reactants C[O:2][C:3](=[O:23])/[C:4](/[C:12]1[CH:17]=[CH:16][C:15]([S:18]([CH3:21])(=[O:20])=[O:19])=[C:14]([Cl:22])[CH:13]=1)=[N:5]/[O:6][CH:7]1[CH2:11][CH2:10][CH2:9][CH2:8]1.[OH-].[Li+].O, predict the reaction product. The product is: [Cl:22][C:14]1[CH:13]=[C:12](/[C:4](=[N:5]\[O:6][CH:7]2[CH2:11][CH2:10][CH2:9][CH2:8]2)/[C:3]([OH:23])=[O:2])[CH:17]=[CH:16][C:15]=1[S:18]([CH3:21])(=[O:20])=[O:19]. (4) Given the reactants Br[CH2:2][C:3]([C:5]1[C:10]([F:11])=[CH:9][C:8]([O:12][CH3:13])=[CH:7][C:6]=1[Cl:14])=O.[NH2:15][C:16]([NH2:18])=[S:17], predict the reaction product. The product is: [Cl:14][C:6]1[CH:7]=[C:8]([O:12][CH3:13])[CH:9]=[C:10]([F:11])[C:5]=1[C:3]1[N:15]=[C:16]([NH2:18])[S:17][CH:2]=1.